Dataset: Kir2.1 potassium channel HTS with 301,493 compounds. Task: Binary Classification. Given a drug SMILES string, predict its activity (active/inactive) in a high-throughput screening assay against a specified biological target. The drug is Brc1c(C2NC(=O)N(C(=C2C(OCC(C)C)=O)C)C)cc2OCOc2c1. The result is 0 (inactive).